Dataset: Reaction yield outcomes from USPTO patents with 853,638 reactions. Task: Predict the reaction yield, written as a fraction of the theoretical maximum amount of product (1.0 means a 100% yield; for example, 0.34 means a 34% yield). (1) The reactants are [NH2:1][CH2:2][C:3]1[C:4]([NH:20][C@H:21]([C:23]2[CH:28]=[CH:27][C:26]([F:29])=[CH:25][CH:24]=2)[CH3:22])=[N:5][C:6]([NH:10][C:11]2[CH:15]=[C:14]([O:16][CH:17]([CH3:19])[CH3:18])[NH:13][N:12]=2)=[C:7]([F:9])[CH:8]=1.[C:30](O)(=[O:32])[CH3:31]. The catalyst is C1COCC1.C(Cl)Cl. The yield is 0.490. The product is [F:9][C:7]1[CH:8]=[C:3]([CH2:2][NH:1][C:30](=[O:32])[CH3:31])[C:4]([NH:20][C@H:21]([C:23]2[CH:24]=[CH:25][C:26]([F:29])=[CH:27][CH:28]=2)[CH3:22])=[N:5][C:6]=1[NH:10][C:11]1[CH:15]=[C:14]([O:16][CH:17]([CH3:18])[CH3:19])[NH:13][N:12]=1. (2) The reactants are C1(=O)OC(=[O:5])C2=CC=CC=C12.[NH2:12][C:13]1[N:18]=[C:17]([NH:19][CH2:20][CH2:21][CH2:22][CH2:23][CH2:24][CH3:25])[CH:16]=[C:15](Cl)[N:14]=1.S([O-])(O)=O.[Na+].[OH-].[Na+]. The catalyst is C(O)(C)C.C(OC(C)C)(C)C.O. The product is [NH2:12][C:13]1[N+:18]([O-:5])=[C:17]([NH:19][CH2:20][CH2:21][CH2:22][CH2:23][CH2:24][CH3:25])[CH:16]=[CH:15][N:14]=1. The yield is 0.420. (3) The reactants are N[C:2]1[CH:3]=[CH:4][C:5]([CH3:10])=[C:6]([O:8][CH3:9])[CH:7]=1.OS(O)(=O)=O.N([O-])=O.[Na+].NC(N)=O.[I-:24].[K+]. The catalyst is O. The product is [I:24][C:2]1[CH:3]=[CH:4][C:5]([CH3:10])=[C:6]([O:8][CH3:9])[CH:7]=1. The yield is 0.660. (4) The reactants are C(N(CC)CC)C.Br[CH2:9][C:10]([O:12][CH2:13][CH3:14])=[O:11].[F:15][CH:16]([F:35])[C:17]1[N:18]([C:23]2[C:32]3[C:27](=[CH:28][CH:29]=[CH:30][CH:31]=3)[C:26]([CH2:33][CH3:34])=[CH:25][CH:24]=2)[C:19]([SH:22])=[N:20][N:21]=1. The catalyst is ClCCl. The product is [F:35][CH:16]([F:15])[C:17]1[N:18]([C:23]2[C:32]3[C:27](=[CH:28][CH:29]=[CH:30][CH:31]=3)[C:26]([CH2:33][CH3:34])=[CH:25][CH:24]=2)[C:19]([S:22][CH2:9][C:10]([O:12][CH2:13][CH3:14])=[O:11])=[N:20][N:21]=1. The yield is 0.960. (5) The reactants are [NH:1]1[C:5]2=[N:6][CH:7]=[CH:8][CH:9]=[C:4]2[CH:3]=[CH:2]1.[Cl:10][C:11]1[N:16]=[C:15]([O:17][CH3:18])[C:14]([CH:19]=[O:20])=[CH:13][CH:12]=1.CO.[OH-].[K+]. The catalyst is ClCCl. The product is [Cl:10][C:11]1[N:16]=[C:15]([O:17][CH3:18])[C:14]([CH:19]([C:3]2[C:4]3[C:5](=[N:6][CH:7]=[CH:8][CH:9]=3)[NH:1][CH:2]=2)[OH:20])=[CH:13][CH:12]=1. The yield is 0.550. (6) The reactants are [CH:1]1([NH:6][C:7]2[N:12]=[C:11]([C:13]3[N:17]4[CH:18]=[CH:19][CH:20]=[C:21]([N:22]=CN(C)C)[C:16]4=[N:15][C:14]=3[C:27]3[CH:32]=[CH:31][C:30]([F:33])=[CH:29][CH:28]=3)[CH:10]=[CH:9][N:8]=2)[CH2:5][CH2:4][CH2:3][CH2:2]1.[OH-].[Na+]. The catalyst is CO. The product is [CH:1]1([NH:6][C:7]2[N:12]=[C:11]([C:13]3[N:17]4[CH:18]=[CH:19][CH:20]=[C:21]([NH2:22])[C:16]4=[N:15][C:14]=3[C:27]3[CH:28]=[CH:29][C:30]([F:33])=[CH:31][CH:32]=3)[CH:10]=[CH:9][N:8]=2)[CH2:5][CH2:4][CH2:3][CH2:2]1. The yield is 0.880. (7) The reactants are [CH3:1][O:2][C:3](=[O:30])[C:4]1[CH:9]=[C:8]([C:10]#[N:11])[CH:7]=[CH:6][C:5]=1[CH2:12][N:13]([CH2:22][C:23]1[C:28]([CH3:29])=[CH:27][CH:26]=[CH:25][N:24]=1)[CH2:14][C:15]1[C:20]([CH3:21])=[CH:19][CH:18]=[CH:17][N:16]=1. The catalyst is N.[Ni]. The product is [CH3:1][O:2][C:3](=[O:30])[C:4]1[CH:9]=[C:8]([CH2:10][NH2:11])[CH:7]=[CH:6][C:5]=1[CH2:12][N:13]([CH2:14][C:15]1[C:20]([CH3:21])=[CH:19][CH:18]=[CH:17][N:16]=1)[CH2:22][C:23]1[C:28]([CH3:29])=[CH:27][CH:26]=[CH:25][N:24]=1. The yield is 0.470. (8) The reactants are [CH2:1]([O:5][C:6]1[CH:11]=[CH:10][C:9]([S:12]([NH:15][CH:16]([CH3:19])[CH2:17][OH:18])(=[O:14])=[O:13])=[CH:8][CH:7]=1)[C:2]#[C:3][CH3:4].Cl.Cl[CH2:22][CH2:23][N:24]1[CH2:29][CH2:28][O:27][CH2:26][CH2:25]1. No catalyst specified. The product is [CH2:1]([O:5][C:6]1[CH:7]=[CH:8][C:9]([S:12]([N:15]([CH:16]([CH3:19])[CH2:17][OH:18])[CH2:22][CH2:23][N:24]2[CH2:29][CH2:28][O:27][CH2:26][CH2:25]2)(=[O:13])=[O:14])=[CH:10][CH:11]=1)[C:2]#[C:3][CH3:4]. The yield is 0.600.